Dataset: Reaction yield outcomes from USPTO patents with 853,638 reactions. Task: Predict the reaction yield, written as a fraction of the theoretical maximum amount of product (1.0 means a 100% yield; for example, 0.34 means a 34% yield). The reactants are [N:1]1[CH:6]=[CH:5][CH:4]=[CH:3][C:2]=1[C:7]1[CH:8]=[CH:9][C:10](=O)[NH:11][N:12]=1.P12(SP3(SP(SP(S3)(S1)=S)(=S)S2)=S)=[S:15].O. The catalyst is N1C=CC=CC=1. The product is [N:1]1[CH:6]=[CH:5][CH:4]=[CH:3][C:2]=1[C:7]1[CH:8]=[CH:9][C:10](=[S:15])[NH:11][N:12]=1. The yield is 0.920.